This data is from Peptide-MHC class I binding affinity with 185,985 pairs from IEDB/IMGT. The task is: Regression. Given a peptide amino acid sequence and an MHC pseudo amino acid sequence, predict their binding affinity value. This is MHC class I binding data. (1) The peptide sequence is LLWAARPRL. The MHC is HLA-A11:01 with pseudo-sequence HLA-A11:01. The binding affinity (normalized) is 0. (2) The peptide sequence is EFGATVELL. The MHC is Patr-A0701 with pseudo-sequence Patr-A0701. The binding affinity (normalized) is 0.625. (3) The peptide sequence is KAIGTVLV. The MHC is HLA-A02:03 with pseudo-sequence HLA-A02:03. The binding affinity (normalized) is 0.330. (4) The peptide sequence is VWMPSSPRPL. The MHC is HLA-A01:01 with pseudo-sequence HLA-A01:01. The binding affinity (normalized) is 0.0396. (5) The binding affinity (normalized) is 0.261. The peptide sequence is VVYHDDDNTT. The MHC is HLA-A02:01 with pseudo-sequence HLA-A02:01.